This data is from Reaction yield outcomes from USPTO patents with 853,638 reactions. The task is: Predict the reaction yield, written as a fraction of the theoretical maximum amount of product (1.0 means a 100% yield; for example, 0.34 means a 34% yield). (1) The reactants are [O:1]=[C:2]1[NH:6][CH:5]([C:7]([OH:9])=[O:8])[CH2:4][CH2:3]1.S(Cl)(Cl)=O.[CH2:14](O)[CH3:15]. No catalyst specified. The product is [O:1]=[C:2]1[NH:6][CH:5]([C:7]([O:9][CH2:14][CH3:15])=[O:8])[CH2:4][CH2:3]1. The yield is 0.740. (2) The yield is 0.980. The catalyst is ClCCl. The reactants are Cl[C:2]1[C:11]2[C:6](=[CH:7][CH:8]=[CH:9][CH:10]=2)[N:5]([CH2:12][C:13]2[CH:18]=[CH:17][C:16]([F:19])=[CH:15][CH:14]=2)[C:4](=[O:20])[C:3]=1[C:21]#[N:22].[NH:23]1[CH2:28][CH2:27][NH:26][CH2:25][CH2:24]1. The product is [F:19][C:16]1[CH:17]=[CH:18][C:13]([CH2:12][N:5]2[C:6]3[C:11](=[CH:10][CH:9]=[CH:8][CH:7]=3)[C:2]([N:23]3[CH2:28][CH2:27][NH:26][CH2:25][CH2:24]3)=[C:3]([C:21]#[N:22])[C:4]2=[O:20])=[CH:14][CH:15]=1. (3) The reactants are [F:1][C:2]1[C:3]([N:9]=[CH:10][N:11]([CH3:13])[CH3:12])=[N:4][C:5]([OH:8])=[N:6][CH:7]=1.C(=O)([O-])[O-].[Cs+].[Cs+].[CH3:20][O:21][CH2:22]Br. The catalyst is CN(C=O)C. The product is [F:1][C:2]1[C:3]([N:9]=[CH:10][N:11]([CH3:13])[CH3:12])=[N:4][C:5]([O:8][CH2:20][O:21][CH3:22])=[N:6][CH:7]=1. The yield is 0.190. (4) The reactants are [F:1][CH2:2][C:3](OC)=[O:4].O([Si](C)(C)C)[K].Cl.[O:14]1[C:18]2[CH:19]=[CH:20][CH:21]=[C:22]([CH:23]3[CH2:28][CH2:27][N:26]([CH2:29][CH2:30][C@H:31]4[CH2:36][CH2:35][C@H:34]([NH2:37])[CH2:33][CH2:32]4)[CH2:25][CH2:24]3)[C:17]=2[O:16][CH2:15]1.C(N(CC)C(C)C)(C)C.CN(C(ON1N=NC2C=CC=CC1=2)=[N+](C)C)C.[B-](F)(F)(F)F.C([O-])(O)=O.[Na+]. The catalyst is O1CCOCC1. The product is [O:14]1[C:18]2[CH:19]=[CH:20][CH:21]=[C:22]([CH:23]3[CH2:28][CH2:27][N:26]([CH2:29][CH2:30][C@H:31]4[CH2:32][CH2:33][C@H:34]([NH:37][C:3](=[O:4])[CH2:2][F:1])[CH2:35][CH2:36]4)[CH2:25][CH2:24]3)[C:17]=2[O:16][CH2:15]1. The yield is 0.667. (5) The reactants are [OH:1][C:2]([C:22]1[S:23][CH:24]=[CH:25][CH:26]=1)([C:17]1[S:18][CH:19]=[CH:20][CH:21]=1)[C:3]([O:5][C@H:6]1[CH2:11][CH2:10][C@H:9]([N:12]([CH2:14][CH2:15][NH2:16])[CH3:13])[CH2:8][CH2:7]1)=[O:4].[O:27]=[C:28]([CH3:41])[CH2:29][C:30]1[CH:40]=[CH:39][C:33]([O:34][CH2:35][C:36](O)=[O:37])=[CH:32][CH:31]=1.CCN(C(C)C)C(C)C.CN(C(ON1N=NC2C=CC=NC1=2)=[N+](C)C)C.F[P-](F)(F)(F)(F)F. The catalyst is CN(C=O)C.CCO. The product is [OH:1][C:2]([C:17]1[S:18][CH:19]=[CH:20][CH:21]=1)([C:22]1[S:23][CH:24]=[CH:25][CH:26]=1)[C:3]([O:5][C@H:6]1[CH2:7][CH2:8][C@H:9]([N:12]([CH3:13])[CH2:14][CH2:15][NH:16][C:36](=[O:37])[CH2:35][O:34][C:33]2[CH:39]=[CH:40][C:30]([CH2:29][C:28](=[O:27])[CH3:41])=[CH:31][CH:32]=2)[CH2:10][CH2:11]1)=[O:4]. The yield is 0.850.